Dataset: Reaction yield outcomes from USPTO patents with 853,638 reactions. Task: Predict the reaction yield, written as a fraction of the theoretical maximum amount of product (1.0 means a 100% yield; for example, 0.34 means a 34% yield). (1) The reactants are [N:1]1[C:10]2[C:5](=[CH:6][CH:7]=[CH:8][CH:9]=2)[CH:4]=[CH:3][C:2]=1[CH2:11][CH2:12][C:13]1[CH:21]=[CH:20][C:16]([C:17](O)=[O:18])=[CH:15][CH:14]=1.C(#N)C.Cl.[CH3:26][O:27][NH:28][CH3:29].[OH-].[Na+]. The catalyst is O1CCOCC1.C(N(CC)CC)C. The product is [CH3:26][O:27][N:28]([CH3:29])[C:17](=[O:18])[C:16]1[CH:20]=[CH:21][C:13]([CH2:12][CH2:11][C:2]2[CH:3]=[CH:4][C:5]3[C:10](=[CH:9][CH:8]=[CH:7][CH:6]=3)[N:1]=2)=[CH:14][CH:15]=1. The yield is 0.880. (2) The reactants are [NH2:1][C:2]1[CH:10]=[C:9]([O:11][CH3:12])[CH:8]=[C:7]([O:13][CH3:14])[C:3]=1[C:4]([NH2:6])=[O:5].[CH3:15][N:16]([CH3:29])[C:17]1[C:26]2[C:21](=[CH:22][CH:23]=[CH:24][CH:25]=2)[C:20]([CH:27]=O)=[CH:19][CH:18]=1.COC1C=C(OC)C=C2C=1C(=O)NC(C1C=CC=CN=1)=N2. No catalyst specified. The product is [CH3:15][N:16]([CH3:29])[C:17]1[C:26]2[C:21](=[CH:22][CH:23]=[CH:24][CH:25]=2)[C:20]([C:27]2[NH:6][C:4](=[O:5])[C:3]3[C:2](=[CH:10][C:9]([O:11][CH3:12])=[CH:8][C:7]=3[O:13][CH3:14])[N:1]=2)=[CH:19][CH:18]=1. The yield is 0.260. (3) The reactants are C(O)(C(F)(F)F)=O.[Cl:8][C:9]1[CH:10]=[N:11][CH:12]=[C:13]([F:28])[C:14]=1[C:15]1[CH2:16][CH2:17][N:18](C(OC(C)(C)C)=O)[CH2:19][CH:20]=1. The catalyst is C(Cl)Cl. The product is [Cl:8][C:9]1[CH:10]=[N:11][CH:12]=[C:13]([F:28])[C:14]=1[C:15]1[CH2:16][CH2:17][NH:18][CH2:19][CH:20]=1. The yield is 0.970. (4) The reactants are [NH2:1][CH2:2][C@H:3]1[CH2:8][CH2:7][C@H:6]([NH:9][C:10]2[S:11][C:12]3[CH2:19][CH2:18][CH2:17][C:16]4[CH:20]=[CH:21][C:22]([F:24])=[CH:23][C:15]=4[C:13]=3[N:14]=2)[CH2:5][CH2:4]1.[C:25](Cl)(=[O:27])[CH3:26].O. The catalyst is N1C=CC=CC=1. The product is [F:24][C:22]1[CH:21]=[CH:20][C:16]2[CH2:17][CH2:18][CH2:19][C:12]3[S:11][C:10]([NH:9][CH:6]4[CH2:7][CH2:8][CH:3]([CH2:2][NH:1][C:25](=[O:27])[CH3:26])[CH2:4][CH2:5]4)=[N:14][C:13]=3[C:15]=2[CH:23]=1. The yield is 0.280. (5) The reactants are [Br:1][C:2]1[C:3]([F:16])=[C:4]([NH:8]C(=O)OC(C)(C)C)[CH:5]=[CH:6][CH:7]=1.Cl.CCOC(C)=O.[N:24]([O-])=O.[Na+].[CH3:28][O:29][CH2:30][C:31](=[O:37])[CH2:32][C:33]([O:35][CH3:36])=[O:34].CC([O-])=O.[Na+]. The catalyst is CCOC(C)=O.O.CCO. The product is [Br:1][C:2]1[C:3]([F:16])=[C:4]([NH:8][N:24]=[C:32]([C:31](=[O:37])[CH2:30][O:29][CH3:28])[C:33]([O:35][CH3:36])=[O:34])[CH:5]=[CH:6][CH:7]=1. The yield is 0.620. (6) The reactants are Cl.[CH3:2][NH:3][O:4][CH3:5].CCN(CC)CC.[Br:13][C:14]1[CH:15]=[C:16]([CH:20]=[C:21]([C:23]([O:25][CH3:26])=[O:24])[CH:22]=1)[C:17]([OH:19])=O.CCN=C=NCCCN(C)C.Cl.C1C=CC2N(O)N=NC=2C=1. The catalyst is C(Cl)Cl. The product is [Br:13][C:14]1[CH:22]=[C:21]([CH:20]=[C:16]([C:17](=[O:19])[N:3]([O:4][CH3:5])[CH3:2])[CH:15]=1)[C:23]([O:25][CH3:26])=[O:24]. The yield is 0.770. (7) The reactants are [Br:1][C:2]1[CH:7]=[CH:6][C:5]([S:8]([C:11]2[N:12]=[N:13][C:14]([O:17]C)=[CH:15][CH:16]=2)(=[O:10])=[O:9])=[C:4]([F:19])[CH:3]=1.Cl. The catalyst is O1CCOCC1. The product is [Br:1][C:2]1[CH:7]=[CH:6][C:5]([S:8]([C:11]2[CH:16]=[CH:15][C:14](=[O:17])[NH:13][N:12]=2)(=[O:10])=[O:9])=[C:4]([F:19])[CH:3]=1. The yield is 0.900.